This data is from Full USPTO retrosynthesis dataset with 1.9M reactions from patents (1976-2016). The task is: Predict the reactants needed to synthesize the given product. (1) Given the product [CH3:10][C:9]1([CH3:11])[C:4]2[CH:3]=[C:2]([B:26]([OH:31])[OH:27])[CH:14]=[CH:13][C:5]=2[NH:6][C:7](=[O:12])[O:8]1, predict the reactants needed to synthesize it. The reactants are: Br[C:2]1[CH:14]=[CH:13][C:5]2[NH:6][C:7](=[O:12])[O:8][C:9]([CH3:11])([CH3:10])[C:4]=2[CH:3]=1.[Li]CCCC.CCCCCC.[B:26](OC(C)C)([O:31]C(C)C)[O:27]C(C)C. (2) Given the product [C:8]([C:10]1[CH:15]=[CH:14][CH:13]=[CH:12][C:11]=1[S:16]([N:2]([CH3:1])[CH2:3][CH2:4][CH2:5][NH:6][CH3:7])(=[O:18])=[O:17])#[N:9], predict the reactants needed to synthesize it. The reactants are: [CH3:1][NH:2][CH2:3][CH2:4][CH2:5][NH:6][CH3:7].[C:8]([C:10]1[CH:15]=[CH:14][CH:13]=[CH:12][C:11]=1[S:16](Cl)(=[O:18])=[O:17])#[N:9].CCN(CC)CC.